Predict the reaction yield, written as a fraction of the theoretical maximum amount of product (1.0 means a 100% yield; for example, 0.34 means a 34% yield). From a dataset of Reaction yield outcomes from USPTO patents with 853,638 reactions. (1) The reactants are [CH:1]1([OH:5])[CH2:4][CH2:3][CH2:2]1.CCN(C(C)C)C(C)C.[C:15](=[O:26])(OC(Cl)(Cl)Cl)OC(Cl)(Cl)Cl.[NH2:27][C:28]1[CH:33]=[CH:32][N:31]([CH2:34][CH2:35][CH2:36][CH2:37][C:38]2[S:42][C:41]([C:43]([NH:45][CH2:46][C:47]3[CH:48]=[N:49][C:50]([CH3:53])=[CH:51][CH:52]=3)=[O:44])=[N:40][N:39]=2)[C:30](=[O:54])[C:29]=1[F:55]. The catalyst is C1COCC1. The product is [CH:1]1([O:5][C:15](=[O:26])[NH:27][C:28]2[CH:33]=[CH:32][N:31]([CH2:34][CH2:35][CH2:36][CH2:37][C:38]3[S:42][C:41]([C:43](=[O:44])[NH:45][CH2:46][C:47]4[CH:48]=[N:49][C:50]([CH3:53])=[CH:51][CH:52]=4)=[N:40][N:39]=3)[C:30](=[O:54])[C:29]=2[F:55])[CH2:4][CH2:3][CH2:2]1. The yield is 0.100. (2) The reactants are [CH3:1][C:2]1([CH3:11])[CH2:7][NH:6][CH:5]([C:8]([OH:10])=[O:9])[CH2:4][O:3]1.C(=O)([O-])[O-].[K+].[K+].[C:18](O[C:18]([O:20][C:21]([CH3:24])([CH3:23])[CH3:22])=[O:19])([O:20][C:21]([CH3:24])([CH3:23])[CH3:22])=[O:19]. The catalyst is O1CCOCC1.O.CCOCC. The product is [C:21]([O:20][C:18]([N:6]1[CH2:7][C:2]([CH3:11])([CH3:1])[O:3][CH2:4][CH:5]1[C:8]([OH:10])=[O:9])=[O:19])([CH3:24])([CH3:23])[CH3:22]. The yield is 0.970. (3) The reactants are [H-].[Na+].C(S)C.[CH3:6][O:7][C:8]1[CH:9]=[C:10]([CH:13]=[C:14]([O:16]C)[CH:15]=1)[CH:11]=[O:12].[Cl-].[Na+].C=O. The catalyst is CN(C)C=O.C(O)(=O)C. The product is [OH:16][C:14]1[CH:13]=[C:10]([CH:9]=[C:8]([O:7][CH3:6])[CH:15]=1)[CH:11]=[O:12]. The yield is 0.176. (4) The reactants are [OH:1][CH2:2][C:3]1[CH:29]=[CH:28][C:6]([CH2:7][N:8]([CH2:21][C:22]2[CH:27]=[CH:26][CH:25]=[CH:24][N:23]=2)[S:9]([C:12]2[CH:17]=[CH:16][CH:15]=[CH:14][C:13]=2[N+:18]([O-:20])=[O:19])(=[O:11])=[O:10])=[CH:5][CH:4]=1.CCN(CC)CC.[CH3:37][S:38](Cl)(=[O:40])=[O:39].C([O-])(O)=O.[Na+]. The product is [N+:18]([C:13]1[CH:14]=[CH:15][CH:16]=[CH:17][C:12]=1[S:9]([N:8]([CH2:7][C:6]1[CH:28]=[CH:29][C:3]([CH2:2][O:1][S:38]([CH3:37])(=[O:40])=[O:39])=[CH:4][CH:5]=1)[CH2:21][C:22]1[CH:27]=[CH:26][CH:25]=[CH:24][N:23]=1)(=[O:10])=[O:11])([O-:20])=[O:19]. The yield is 0.950. The catalyst is C(Cl)Cl. (5) The reactants are [C:1]([CH:3]1[C:16](=[O:17])[C@@H:15]([CH3:18])[C@@H:6]2[CH2:7][CH2:8][C:9]3[CH:10]=[N:11][CH:12]=[N:13][C:14]=3[C@@:5]2([C:19]2[CH:28]=[CH:27][C:22]([C:23]([O:25][CH3:26])=[O:24])=[CH:21][CH:20]=2)[CH2:4]1)#[N:2].BrN1C(C)(C)C(=O)N(Br)C1=O.N1C=CC=CC=1. The catalyst is CN(C)C=O.O. The product is [C:1]([C:3]1[C:16](=[O:17])[C@@H:15]([CH3:18])[C@@H:6]2[CH2:7][CH2:8][C:9]3[CH:10]=[N:11][CH:12]=[N:13][C:14]=3[C@@:5]2([C:19]2[CH:20]=[CH:21][C:22]([C:23]([O:25][CH3:26])=[O:24])=[CH:27][CH:28]=2)[CH:4]=1)#[N:2]. The yield is 0.550.